From a dataset of Catalyst prediction with 721,799 reactions and 888 catalyst types from USPTO. Predict which catalyst facilitates the given reaction. (1) Reactant: Br[C:2]1[C:3]([Cl:9])=[N:4][C:5]([Cl:8])=[N:6][CH:7]=1.C([Mg]Cl)(C)C.[Br:15][C:16]1[CH:17]=[C:18]([CH:21]=[CH:22][CH:23]=1)[CH:19]=[O:20]. Product: [Br:15][C:16]1[CH:17]=[C:18]([CH:19]([C:2]2[C:3]([Cl:9])=[N:4][C:5]([Cl:8])=[N:6][CH:7]=2)[OH:20])[CH:21]=[CH:22][CH:23]=1. The catalyst class is: 1. (2) Reactant: [CH3:1][O:2][C:3]1[CH:4]=[C:5]2[C:10](=[CH:11][C:12]=1[O:13][CH2:14][CH:15]1[CH2:17][O:16]1)[N:9]=[CH:8][CH:7]=[C:6]2[O:18][C:19]1[CH:24]=[CH:23][C:22]([CH3:25])=[CH:21][C:20]=1[C:26]([C:28]1[CH:33]=[CH:32][CH:31]=[CH:30][CH:29]=1)=[O:27].[CH2:34]([NH:36][CH2:37][CH3:38])[CH3:35].O. Product: [CH2:34]([N:36]([CH2:37][CH3:38])[CH2:17][CH:15]([OH:16])[CH2:14][O:13][C:12]1[CH:11]=[C:10]2[C:5]([C:6]([O:18][C:19]3[CH:24]=[CH:23][C:22]([CH3:25])=[CH:21][C:20]=3[C:26]([C:28]3[CH:29]=[CH:30][CH:31]=[CH:32][CH:33]=3)=[O:27])=[CH:7][CH:8]=[N:9]2)=[CH:4][C:3]=1[O:2][CH3:1])[CH3:35]. The catalyst class is: 9. (3) Reactant: [CH3:1][NH:2][C:3]([CH:5]1[CH2:14][C:13]2[N:15]([CH3:19])[C:16]([CH3:18])=[N:17][C:12]=2[C:11]2[NH:10][C@H:9]([C:20]3[CH:25]=[CH:24][CH:23]=[CH:22][CH:21]=3)[C@@H:8]([OH:26])[C:7](=[O:27])[C:6]1=2)=[O:4].[C:28](O[C:28](=[O:33])[C:29]([CH3:32])([CH3:31])[CH3:30])(=[O:33])[C:29]([CH3:32])([CH3:31])[CH3:30].CS(O)(=O)=O.C(=O)(O)[O-].[Na+]. The catalyst class is: 4. Product: [CH3:1][NH:2][C:3]([CH:5]1[CH2:14][C:13]2[N:15]([CH3:19])[C:16]([CH3:18])=[N:17][C:12]=2[C:11]2[NH:10][C@H:9]([C:20]3[CH:25]=[CH:24][CH:23]=[CH:22][CH:21]=3)[C@@H:8]([O:26][C:28](=[O:33])[C:29]([CH3:32])([CH3:31])[CH3:30])[C:7](=[O:27])[C:6]1=2)=[O:4]. (4) The catalyst class is: 55. Reactant: [CH3:1][N:2]1[C:10]2[C:9]3=[C:11]([O:17][C:18]4[CH:23]=[CH:22][C:21]5[O:24][CH2:25][O:26][C:20]=5[CH:19]=4)[S:12][C:13]([C:14]([NH2:16])=O)=[C:8]3[CH2:7][CH2:6][C:5]=2[CH:4]=[N:3]1. Product: [C:14]([C:13]1[S:12][C:11]([O:17][C:18]2[CH:23]=[CH:22][C:21]3[O:24][CH2:25][O:26][C:20]=3[CH:19]=2)=[C:9]2[C:10]3[N:2]([CH3:1])[N:3]=[CH:4][C:5]=3[CH2:6][CH2:7][C:8]=12)#[N:16]. (5) Reactant: Br[C:2]1[CH:3]=[CH:4][C:5]([C:8]2[S:9][CH:10]=[CH:11][N:12]=2)=[N:6][CH:7]=1.[B:13]1([B:13]2[O:17][C:16]([CH3:19])([CH3:18])[C:15]([CH3:21])([CH3:20])[O:14]2)[O:17][C:16]([CH3:19])([CH3:18])[C:15]([CH3:21])([CH3:20])[O:14]1.C([O-])(=O)C.[K+].COC1CCCC1. Product: [CH3:20][C:15]1([CH3:21])[C:16]([CH3:19])([CH3:18])[O:17][B:13]([C:2]2[CH:3]=[CH:4][C:5]([C:8]3[S:9][CH:10]=[CH:11][N:12]=3)=[N:6][CH:7]=2)[O:14]1. The catalyst class is: 462. (6) Reactant: [CH:1]1([C:4]2[C:13]3[C:8](=[CH:9][CH:10]=[CH:11][CH:12]=3)[CH:7]=[N:6][C:5]=2[NH:14][S:15]([C:18]2[CH:27]=[CH:26][C:21]([C:22]([O:24][CH3:25])=[O:23])=[C:20]([CH3:28])[CH:19]=2)(=[O:17])=[O:16])[CH2:3][CH2:2]1.O[CH2:30][C:31]1[CH:36]=[CH:35][C:34]([C:37]([F:40])([F:39])[F:38])=[CH:33][N:32]=1.C1(P(C2C=CC=CC=2)C2C=CC=CC=2)C=CC=CC=1.CCOC(/N=N/C(OCC)=O)=O. Product: [CH:1]1([C:4]2[C:13]3[C:8](=[CH:9][CH:10]=[CH:11][CH:12]=3)[CH:7]=[N:6][C:5]=2[N:14]([CH2:30][C:31]2[CH:36]=[CH:35][C:34]([C:37]([F:39])([F:38])[F:40])=[CH:33][N:32]=2)[S:15]([C:18]2[CH:27]=[CH:26][C:21]([C:22]([O:24][CH3:25])=[O:23])=[C:20]([CH3:28])[CH:19]=2)(=[O:16])=[O:17])[CH2:2][CH2:3]1. The catalyst class is: 7. (7) Reactant: [F:1][C:2]1[CH:10]=[C:9]2[C:5]([C:6]([C:12]3[N:13]=[C:14]4[C:20]([C:21]([NH:23][C:24]5([CH3:37])C[CH2:28][N:27](C(OC(C)(C)C)=O)[CH2:26][CH2:25]5)=[O:22])=[CH:19][NH:18][C:15]4=[N:16][CH:17]=3)=[N:7][N:8]2[CH3:11])=[CH:4][CH:3]=1.[ClH:38]. Product: [ClH:38].[F:1][C:2]1[CH:10]=[C:9]2[C:5]([C:6]([C:12]3[N:13]=[C:14]4[C:20]([C:21]([NH:23][C:24]5([CH3:37])[CH2:25][CH2:26][NH:27][CH2:28]5)=[O:22])=[CH:19][NH:18][C:15]4=[N:16][CH:17]=3)=[N:7][N:8]2[CH3:11])=[CH:4][CH:3]=1. The catalyst class is: 12. (8) Reactant: [Cl:1][C:2]1[CH:3]=[C:4]([NH:8][C:9]([N:11]2[CH2:16][CH2:15][C:14]3[NH:17][N:18]=[C:19]([C:20]([OH:22])=O)[C:13]=3[CH2:12]2)=[O:10])[CH:5]=[CH:6][CH:7]=1.[CH3:23][O:24][NH:25][CH:26]([CH3:28])[CH3:27].CCN(C(C)C)C(C)C.CN(C(ON1N=NC2C=CC=NC1=2)=[N+](C)C)C.F[P-](F)(F)(F)(F)F. Product: [Cl:1][C:2]1[CH:3]=[C:4]([NH:8][C:9]([N:11]2[CH2:16][CH2:15][C:14]3[NH:17][N:18]=[C:19]([C:20]([N:25]([CH:26]([CH3:28])[CH3:27])[O:24][CH3:23])=[O:22])[C:13]=3[CH2:12]2)=[O:10])[CH:5]=[CH:6][CH:7]=1. The catalyst class is: 3. (9) Reactant: C[C:2]1[C:3]([C:7]([OH:9])=O)=[CH:4][S:5][CH:6]=1.B.C1C[O:14][CH2:13]C1.CO. Product: [CH3:13][O:14][C:2]1[C:3]([CH2:7][OH:9])=[CH:4][S:5][CH:6]=1. The catalyst class is: 1. (10) The catalyst class is: 59. Product: [Br:1][C:2]1[CH:3]=[C:4]([C:5](=[O:7])[CH:22]=[N+:23]=[N-:24])[CH:8]=[CH:9][C:10]=1[Cl:11]. Reactant: [Br:1][C:2]1[CH:3]=[C:4]([CH:8]=[CH:9][C:10]=1[Cl:11])[C:5]([OH:7])=O.C(Cl)(=O)C(Cl)=O.C[Si]([CH:22]=[N+:23]=[N-:24])(C)C.